This data is from Catalyst prediction with 721,799 reactions and 888 catalyst types from USPTO. The task is: Predict which catalyst facilitates the given reaction. (1) Reactant: C[O:2][CH:3](OC)[C:4]1[N:8]([CH2:9][C:10]2[CH:15]=[CH:14][C:13]([O:16][CH3:17])=[CH:12][CH:11]=2)[CH:7]=[N:6][C:5]=1[C:18]1[CH:23]=[CH:22][CH:21]=[CH:20][CH:19]=1.O. Product: [CH3:17][O:16][C:13]1[CH:12]=[CH:11][C:10]([CH2:9][N:8]2[C:4]([CH:3]=[O:2])=[C:5]([C:18]3[CH:19]=[CH:20][CH:21]=[CH:22][CH:23]=3)[N:6]=[CH:7]2)=[CH:15][CH:14]=1. The catalyst class is: 106. (2) Reactant: [CH2:1]([C:3]1[N:7]=[C:6]([CH:8]([C:23]2[CH:28]=[CH:27][CH:26]=[CH:25][CH:24]=2)[N:9]2[CH2:14][CH2:13][N:12]([C:15]3[CH:20]=[CH:19][C:18]([NH2:21])=[CH:17][C:16]=3[F:22])[CH2:11][CH2:10]2)[O:5][N:4]=1)[CH3:2].[CH2:29]([CH:31]([CH2:35][CH3:36])[C:32](Cl)=[O:33])[CH3:30].O. Product: [CH2:29]([CH:31]([CH2:35][CH3:36])[C:32]([NH:21][C:18]1[CH:19]=[CH:20][C:15]([N:12]2[CH2:11][CH2:10][N:9]([CH:8]([C:6]3[O:5][N:4]=[C:3]([CH2:1][CH3:2])[N:7]=3)[C:23]3[CH:28]=[CH:27][CH:26]=[CH:25][CH:24]=3)[CH2:14][CH2:13]2)=[C:16]([F:22])[CH:17]=1)=[O:33])[CH3:30]. The catalyst class is: 2. (3) Product: [CH3:16][O:15][C:12]1[CH:11]=[CH:10][C:9]([CH2:8][O:7][CH2:6]/[CH:5]=[C:4](\[CH3:17])/[CH:3]=[O:2])=[CH:14][CH:13]=1. Reactant: C[O:2][CH:3](OC)/[C:4](/[CH3:17])=[CH:5]/[CH2:6][O:7][CH2:8][C:9]1[CH:14]=[CH:13][C:12]([O:15][CH3:16])=[CH:11][CH:10]=1.Cl.C(=O)([O-])O.[Na+]. The catalyst class is: 10.